This data is from Full USPTO retrosynthesis dataset with 1.9M reactions from patents (1976-2016). The task is: Predict the reactants needed to synthesize the given product. (1) The reactants are: [O:1]=[S:2]1(=[O:32])[C:8]2[CH:9]=[C:10]([O:13][CH2:14][C:15]([O:17]CC)=[O:16])[CH:11]=[CH:12][C:7]=2[N:6]([C:20]2[CH:25]=[CH:24][CH:23]=[CH:22][CH:21]=2)[CH2:5][C:4]([CH2:28][CH2:29][CH2:30][CH3:31])([CH2:26][CH3:27])[CH2:3]1.[OH-].[Na+].C(O)(=O)C. Given the product [O:32]=[S:2]1(=[O:1])[C:8]2[CH:9]=[C:10]([O:13][CH2:14][C:15]([OH:17])=[O:16])[CH:11]=[CH:12][C:7]=2[N:6]([C:20]2[CH:21]=[CH:22][CH:23]=[CH:24][CH:25]=2)[CH2:5][C:4]([CH2:28][CH2:29][CH2:30][CH3:31])([CH2:26][CH3:27])[CH2:3]1, predict the reactants needed to synthesize it. (2) Given the product [Cl:22][CH2:23][CH2:24][CH2:25][CH2:26][CH:18]([C:15]1[CH:14]=[CH:13][C:12]([F:11])=[CH:17][CH:16]=1)[C:19]([OH:21])=[O:20], predict the reactants needed to synthesize it. The reactants are: C[Si]([N-][Si](C)(C)C)(C)C.[Na+].[F:11][C:12]1[CH:17]=[CH:16][C:15]([CH2:18][C:19]([OH:21])=[O:20])=[CH:14][CH:13]=1.[Cl:22][CH2:23][CH2:24][CH2:25][CH2:26]I. (3) Given the product [NH:36]([C:16](=[O:18])[CH2:15][C:13]1[CH:12]=[CH:11][C:9]2[CH:10]=[C:6]([C:4]([O:3][CH2:1][CH3:2])=[O:5])[S:7][C:8]=2[CH:14]=1)[C:34]1[CH:35]=[CH:30][CH:31]=[CH:32][CH:33]=1, predict the reactants needed to synthesize it. The reactants are: [CH2:1]([O:3][C:4]([C:6]1[S:7][C:8]2[CH:14]=[C:13]([CH2:15][C:16]([OH:18])=O)[CH:12]=[CH:11][C:9]=2[CH:10]=1)=[O:5])[CH3:2].CCN=C=NCCCN(C)C.[CH:30]1[CH:31]=[CH:32][C:33]2N(O)N=[N:36][C:34]=2[CH:35]=1.NC1C=CC=CC=1. (4) Given the product [C:27]([O:26][C:24]([N:20]1[CH2:21][CH2:22][CH2:23][CH:18]([CH2:17][NH:16][C:14]2[CH:15]=[C:10]([NH:9][C:6]3[CH:5]=[N:4][C:3]([C:1]#[N:2])=[CH:8][N:7]=3)[N:11]=[CH:12][C:13]=2[N:31]2[CH:35]=[CH:34][C:33]([C:36]([OH:38])=[O:37])=[CH:32]2)[CH2:19]1)=[O:25])([CH3:30])([CH3:28])[CH3:29], predict the reactants needed to synthesize it. The reactants are: [C:1]([C:3]1[N:4]=[CH:5][C:6]([NH:9][C:10]2[CH:15]=[C:14]([NH:16][CH2:17][CH:18]3[CH2:23][CH2:22][CH2:21][N:20]([C:24]([O:26][C:27]([CH3:30])([CH3:29])[CH3:28])=[O:25])[CH2:19]3)[C:13]([N:31]3[CH:35]=[CH:34][C:33]([C:36]([O:38]CC)=[O:37])=[CH:32]3)=[CH:12][N:11]=2)=[N:7][CH:8]=1)#[N:2].[OH-].[K+]. (5) The reactants are: [OH:1][CH2:2][CH2:3][C:4]1[CH:13]=[CH:12][C:11]2[C:6](=[CH:7][C:8]([O:18][CH3:19])=[C:9]([O:16][CH3:17])[C:10]=2[O:14][CH3:15])[CH:5]=1.[CH3:20][S:21](Cl)(=[O:23])=[O:22].Cl. Given the product [CH3:20][S:21]([O:1][CH2:2][CH2:3][C:4]1[CH:13]=[CH:12][C:11]2[C:6](=[CH:7][C:8]([O:18][CH3:19])=[C:9]([O:16][CH3:17])[C:10]=2[O:14][CH3:15])[CH:5]=1)(=[O:23])=[O:22], predict the reactants needed to synthesize it. (6) Given the product [Br:1][C:2]1[CH:3]=[CH:4][C:5]([O:23][C:30]([N:24]2[CH2:29][CH2:28][O:27][CH2:26][CH2:25]2)=[O:31])=[C:6]([CH:22]=1)[C:7]([NH:9][C:10]1[CH:15]=[C:14]([C:16]([F:19])([F:17])[F:18])[CH:13]=[C:12]([O:20][CH3:21])[CH:11]=1)=[O:8], predict the reactants needed to synthesize it. The reactants are: [Br:1][C:2]1[CH:3]=[CH:4][C:5]([OH:23])=[C:6]([CH:22]=1)[C:7]([NH:9][C:10]1[CH:15]=[C:14]([C:16]([F:19])([F:18])[F:17])[CH:13]=[C:12]([O:20][CH3:21])[CH:11]=1)=[O:8].[N:24]1([C:30](Cl)=[O:31])[CH2:29][CH2:28][O:27][CH2:26][CH2:25]1.